From a dataset of Reaction yield outcomes from USPTO patents with 853,638 reactions. Predict the reaction yield, written as a fraction of the theoretical maximum amount of product (1.0 means a 100% yield; for example, 0.34 means a 34% yield). (1) The reactants are [CH2:1]([C:15]1[CH:21]=[CH:20][C:18]([NH2:19])=[CH:17][CH:16]=1)[CH2:2][CH2:3][CH2:4][CH2:5][CH2:6][CH2:7][CH2:8][CH2:9][CH2:10][CH2:11][CH2:12][CH2:13][CH3:14].[F:22][B-:23]([F:26])([F:25])[F:24].[N:27]#[O+].[K+].[Br-]. The catalyst is C(#N)C.C(Cl)Cl. The product is [F:22][B-:23]([F:26])([F:25])[F:24].[CH2:1]([C:15]1[CH:16]=[CH:17][C:18]([N+:19]#[N:27])=[CH:20][CH:21]=1)[CH2:2][CH2:3][CH2:4][CH2:5][CH2:6][CH2:7][CH2:8][CH2:9][CH2:10][CH2:11][CH2:12][CH2:13][CH3:14]. The yield is 0.690. (2) The reactants are [CH:1]1[C:10]2[C:5](=[C:6]([CH2:11][C:12]([O:14]CC)=O)[CH:7]=[CH:8][CH:9]=2)[CH:4]=[CH:3][N:2]=1.C[Al](C)C.[F:21][C:22]([F:32])([F:31])[C:23]1[CH:30]=[CH:29][C:26]([CH2:27][NH2:28])=[CH:25][CH:24]=1.Cl.[NH4+].[OH-]. The catalyst is ClCCl.O. The product is [CH:1]1[C:10]2[C:5](=[C:6]([CH2:11][C:12]([NH:28][CH2:27][C:26]3[CH:25]=[CH:24][C:23]([C:22]([F:21])([F:31])[F:32])=[CH:30][CH:29]=3)=[O:14])[CH:7]=[CH:8][CH:9]=2)[CH:4]=[CH:3][N:2]=1. The yield is 0.370. (3) The reactants are ClC1C=CC=C(C(OO)=[O:9])C=1.[Cl:12][C:13]1[CH:14]=[C:15]([NH:28][C:29]2[C:34]3=[C:35]([CH2:38][S:39][CH2:40][CH2:41][OH:42])[CH:36]=[CH:37][N:33]3[N:32]=[CH:31][N:30]=2)[CH:16]=[CH:17][C:18]=1[O:19][CH2:20][C:21]1[CH:26]=[CH:25][CH:24]=[C:23]([F:27])[CH:22]=1. The catalyst is C(Cl)(Cl)Cl. The product is [Cl:12][C:13]1[CH:14]=[C:15]([NH:28][C:29]2[C:34]3=[C:35]([CH2:38][S:39]([CH2:40][CH2:41][OH:42])=[O:9])[CH:36]=[CH:37][N:33]3[N:32]=[CH:31][N:30]=2)[CH:16]=[CH:17][C:18]=1[O:19][CH2:20][C:21]1[CH:26]=[CH:25][CH:24]=[C:23]([F:27])[CH:22]=1. The yield is 0.600.